This data is from Forward reaction prediction with 1.9M reactions from USPTO patents (1976-2016). The task is: Predict the product of the given reaction. (1) Given the reactants C(OC([N:8]([CH2:21][CH:22]1[CH:27]([C:28]2[CH:33]=[CH:32][CH:31]=[CH:30][CH:29]=2)[CH2:26][CH2:25][N:24]([C:34]2[C:42]([F:43])=[CH:41][C:37]([C:38]([OH:40])=[O:39])=[CH:36][C:35]=2[F:44])[CH2:23]1)[C@@H:9]([C:11]1[C:20]2[C:15](=[CH:16][CH:17]=[CH:18][CH:19]=2)[CH:14]=[CH:13][CH:12]=1)[CH3:10])=O)(C)(C)C.[ClH:45].O1CCOCC1, predict the reaction product. The product is: [ClH:45].[F:43][C:42]1[CH:41]=[C:37]([CH:36]=[C:35]([F:44])[C:34]=1[N:24]1[CH2:25][CH2:26][CH:27]([C:28]2[CH:29]=[CH:30][CH:31]=[CH:32][CH:33]=2)[CH:22]([CH2:21][NH:8][C@@H:9]([C:11]2[C:20]3[C:15](=[CH:16][CH:17]=[CH:18][CH:19]=3)[CH:14]=[CH:13][CH:12]=2)[CH3:10])[CH2:23]1)[C:38]([OH:40])=[O:39]. (2) Given the reactants Cl[C:2]1[N:7]=[C:6]([CH2:8][O:9][C:10]2[CH:11]=[C:12]([C@H:16]([CH:22]3[CH2:24][CH2:23]3)[CH2:17][C:18]([O:20]C)=[O:19])[CH:13]=[CH:14][CH:15]=2)[CH:5]=[N:4][C:3]=1[C:25]1[CH:30]=[C:29]([O:31][CH3:32])[CH:28]=[CH:27][C:26]=1[F:33].[CH3:34][C:35]1([CH3:44])[CH2:40][C:39]([CH3:42])([CH3:41])[CH2:38][CH:37]([O-:43])[CH2:36]1.[Na+].Cl, predict the reaction product. The product is: [CH:22]1([C@@H:16]([C:12]2[CH:13]=[CH:14][CH:15]=[C:10]([O:9][CH2:8][C:6]3[CH:5]=[N:4][C:3]([C:25]4[CH:30]=[C:29]([O:31][CH3:32])[CH:28]=[CH:27][C:26]=4[F:33])=[C:2]([O:43][CH:37]4[CH2:36][C:35]([CH3:44])([CH3:34])[CH2:40][C:39]([CH3:42])([CH3:41])[CH2:38]4)[N:7]=3)[CH:11]=2)[CH2:17][C:18]([OH:20])=[O:19])[CH2:23][CH2:24]1.